From a dataset of Forward reaction prediction with 1.9M reactions from USPTO patents (1976-2016). Predict the product of the given reaction. (1) Given the reactants Cl[C:2]1[N:31]=[CH:30][C:5]2[N:6]=[C:7]3[CH2:12][C@H:11]([C:13]4[CH:18]=[C:17]([F:19])[C:16]([F:20])=[CH:15][C:14]=4[F:21])[C@@H:10]([NH:22][C:23](=[O:29])[O:24][C:25]([CH3:28])([CH3:27])[CH3:26])[CH2:9][N:8]3[C:4]=2[CH:3]=1.[CH2:32]([Sn](CCCC)(CCCC)C=C)[CH2:33]CC, predict the reaction product. The product is: [F:21][C:14]1[CH:15]=[C:16]([F:20])[C:17]([F:19])=[CH:18][C:13]=1[C@@H:11]1[C@@H:10]([NH:22][C:23](=[O:29])[O:24][C:25]([CH3:27])([CH3:26])[CH3:28])[CH2:9][N:8]2[C:4]3[CH:3]=[C:2]([CH:32]=[CH2:33])[N:31]=[CH:30][C:5]=3[N:6]=[C:7]2[CH2:12]1. (2) Given the reactants [Cl-].[C:2]([C:6]1[CH:11]=[CH:10][C:9]([I+:12][C:13]2[CH:18]=[CH:17][C:16]([C:19]([CH3:22])([CH3:21])[CH3:20])=[CH:15][CH:14]=2)=[CH:8][CH:7]=1)([CH3:5])([CH3:4])[CH3:3].[C:23]12([CH2:33][S:34]([O:37]C)(=[O:36])=[O:35])[C:30]([CH3:32])([CH3:31])[CH:27]([CH2:28][CH2:29]1)[CH2:26][C:24]2=[O:25], predict the reaction product. The product is: [C:23]12([CH2:33][S:34]([O-:37])(=[O:35])=[O:36])[C:30]([CH3:32])([CH3:31])[CH:27]([CH2:28][CH2:29]1)[CH2:26][C:24]2=[O:25].[C:19]([C:16]1[CH:17]=[CH:18][C:13]([I+:12][C:9]2[CH:8]=[CH:7][C:6]([C:2]([CH3:5])([CH3:4])[CH3:3])=[CH:11][CH:10]=2)=[CH:14][CH:15]=1)([CH3:22])([CH3:21])[CH3:20].